From a dataset of TCR-epitope binding with 47,182 pairs between 192 epitopes and 23,139 TCRs. Binary Classification. Given a T-cell receptor sequence (or CDR3 region) and an epitope sequence, predict whether binding occurs between them. (1) The epitope is FLYNLLTRV. The TCR CDR3 sequence is CASSPQDRGPNYGYTF. Result: 1 (the TCR binds to the epitope). (2) The epitope is KLGGALQAK. The TCR CDR3 sequence is CASSPDTLLTYEQYF. Result: 1 (the TCR binds to the epitope). (3) The epitope is SLFNTVATLY. The TCR CDR3 sequence is CASSTRGNTEAFF. Result: 0 (the TCR does not bind to the epitope). (4) The epitope is YLKLTDNVYIK. The TCR CDR3 sequence is CASSAGTGIYDGAFF. Result: 0 (the TCR does not bind to the epitope). (5) The epitope is TAFTIPSI. The TCR CDR3 sequence is CASRQYGQGNLEQYF. Result: 0 (the TCR does not bind to the epitope). (6) The epitope is VLWAHGFEL. The TCR CDR3 sequence is CASSLGPDTGELFF. Result: 1 (the TCR binds to the epitope). (7) The epitope is YFPLQSYGF. The TCR CDR3 sequence is CASSLAGNEKLFF. Result: 1 (the TCR binds to the epitope). (8) The epitope is LQPFPQPELPYPQPQ. The TCR CDR3 sequence is CASSQVSGLVYNEQFF. Result: 0 (the TCR does not bind to the epitope). (9) The epitope is LVLSVNPYV. The TCR CDR3 sequence is CASSGQGGYTEAFF. Result: 1 (the TCR binds to the epitope). (10) The epitope is FLNGSCGSV. The TCR CDR3 sequence is CASSHGPGTGELFF. Result: 1 (the TCR binds to the epitope).